This data is from NCI-60 drug combinations with 297,098 pairs across 59 cell lines. The task is: Regression. Given two drug SMILES strings and cell line genomic features, predict the synergy score measuring deviation from expected non-interaction effect. (1) Drug 1: CCC(=C(C1=CC=CC=C1)C2=CC=C(C=C2)OCCN(C)C)C3=CC=CC=C3.C(C(=O)O)C(CC(=O)O)(C(=O)O)O. Drug 2: CC1C(C(CC(O1)OC2CC(CC3=C2C(=C4C(=C3O)C(=O)C5=C(C4=O)C(=CC=C5)OC)O)(C(=O)CO)O)N)O.Cl. Cell line: SN12C. Synergy scores: CSS=34.5, Synergy_ZIP=-2.09, Synergy_Bliss=-1.29, Synergy_Loewe=-21.1, Synergy_HSA=0.182. (2) Drug 1: C1=CC=C(C=C1)NC(=O)CCCCCCC(=O)NO. Drug 2: CC1=C(N=C(N=C1N)C(CC(=O)N)NCC(C(=O)N)N)C(=O)NC(C(C2=CN=CN2)OC3C(C(C(C(O3)CO)O)O)OC4C(C(C(C(O4)CO)O)OC(=O)N)O)C(=O)NC(C)C(C(C)C(=O)NC(C(C)O)C(=O)NCCC5=NC(=CS5)C6=NC(=CS6)C(=O)NCCC[S+](C)C)O. Cell line: HOP-62. Synergy scores: CSS=65.6, Synergy_ZIP=1.68, Synergy_Bliss=3.21, Synergy_Loewe=6.23, Synergy_HSA=8.19. (3) Drug 1: CC1CCC2CC(C(=CC=CC=CC(CC(C(=O)C(C(C(=CC(C(=O)CC(OC(=O)C3CCCCN3C(=O)C(=O)C1(O2)O)C(C)CC4CCC(C(C4)OC)OCCO)C)C)O)OC)C)C)C)OC. Drug 2: CC1=C(C(=O)C2=C(C1=O)N3CC4C(C3(C2COC(=O)N)OC)N4)N. Cell line: NCIH23. Synergy scores: CSS=57.1, Synergy_ZIP=-1.04, Synergy_Bliss=0.113, Synergy_Loewe=3.22, Synergy_HSA=3.62.